From a dataset of Forward reaction prediction with 1.9M reactions from USPTO patents (1976-2016). Predict the product of the given reaction. (1) The product is: [CH3:11][O:7][C:6](=[O:8])[C:5]1[CH:9]=[CH:10][C:2]([I:1])=[N:3][CH:4]=1. Given the reactants [I:1][C:2]1[CH:10]=[CH:9][C:5]([C:6]([OH:8])=[O:7])=[CH:4][N:3]=1.[C:11]1(C)C=CC=CC=1.[Si](C=[N+]=[N-])(C)(C)C, predict the reaction product. (2) Given the reactants O.[NH2:2][NH2:3].CO[C:6](=[O:27])[C:7]([NH:9][C:10]1[CH:11]=[CH:12][C:13]([O:16][C:17]2[CH:26]=[CH:25][C:20]([C:21]([O:23][CH3:24])=[O:22])=[CH:19][CH:18]=2)=[N:14][CH:15]=1)=[O:8], predict the reaction product. The product is: [NH:2]([C:6](=[O:27])[C:7]([NH:9][C:10]1[CH:11]=[CH:12][C:13]([O:16][C:17]2[CH:18]=[CH:19][C:20]([C:21]([O:23][CH3:24])=[O:22])=[CH:25][CH:26]=2)=[N:14][CH:15]=1)=[O:8])[NH2:3].